From a dataset of Reaction yield outcomes from USPTO patents with 853,638 reactions. Predict the reaction yield, written as a fraction of the theoretical maximum amount of product (1.0 means a 100% yield; for example, 0.34 means a 34% yield). (1) The reactants are CC1C=CC(S(O[CH2:12][C:13]2([CH2:23][CH3:24])[CH2:22][CH2:21][C:16]3([O:20][CH2:19][CH2:18][O:17]3)[CH2:15][CH2:14]2)(=O)=O)=CC=1.[H-].[Al+3].[Li+].[H-].[H-].[H-].O.[OH-].[Na+]. The catalyst is O1CCCC1. The product is [CH2:23]([C:13]1([CH3:12])[CH2:22][CH2:21][C:16]2([O:17][CH2:18][CH2:19][O:20]2)[CH2:15][CH2:14]1)[CH3:24]. The yield is 0.880. (2) The reactants are [Cl:1][C:2]1[CH:6]=[N:5][N:4]([CH3:7])[C:3]=1[C:8]1[CH:9]=[C:10]([NH:16][C:17]([NH:19][C:20]2[CH:25]=[CH:24][C:23]([F:26])=[CH:22][C:21]=2[F:27])=[O:18])[CH:11]=[CH:12][C:13]=1[O:14]C.[Cl-].[Al+3].[Cl-].[Cl-].C(OCC)(=O)C. The catalyst is ClCCCl. The product is [Cl:1][C:2]1[CH:6]=[N:5][N:4]([CH3:7])[C:3]=1[C:8]1[CH:9]=[C:10]([NH:16][C:17]([NH:19][C:20]2[CH:25]=[CH:24][C:23]([F:26])=[CH:22][C:21]=2[F:27])=[O:18])[CH:11]=[CH:12][C:13]=1[OH:14]. The yield is 0.750.